Dataset: Forward reaction prediction with 1.9M reactions from USPTO patents (1976-2016). Task: Predict the product of the given reaction. (1) Given the reactants [Cl:1][C:2]1[CH:7]=[C:6]([CH2:8]O)[CH:5]=[C:4]([NH:10][CH2:11][C:12]2[CH:17]=[CH:16][C:15]([O:18][CH3:19])=[CH:14][CH:13]=2)[N:3]=1.C(N(CC)CC)C.CS(Cl)(=O)=O.[Br:32][C:33]1[CH:34]=[C:35]([CH:49]=[C:50]([CH3:52])[CH:51]=1)[C:36]([C:38]1[NH:43][C:42](=[O:44])[NH:41][C:40](=[O:45])[C:39]=1[CH:46]([CH3:48])[CH3:47])=[O:37].C(=O)([O-])[O-].[K+].[K+].[I-].[Li+], predict the reaction product. The product is: [Br:32][C:33]1[CH:34]=[C:35]([CH:49]=[C:50]([CH3:52])[CH:51]=1)[C:36]([C:38]1[N:43]([CH2:8][C:6]2[CH:5]=[C:4]([NH:10][CH2:11][C:12]3[CH:17]=[CH:16][C:15]([O:18][CH3:19])=[CH:14][CH:13]=3)[N:3]=[C:2]([Cl:1])[CH:7]=2)[C:42](=[O:44])[NH:41][C:40](=[O:45])[C:39]=1[CH:46]([CH3:47])[CH3:48])=[O:37]. (2) Given the reactants I[C:2]1[CH:28]=[CH:27][C:5]([CH2:6][O:7][C:8]2[CH:9]=[N:10][C:11]([N:14]3[CH2:19][CH2:18][N:17]([C:20]([O:22][C:23]([CH3:26])([CH3:25])[CH3:24])=[O:21])[CH2:16][CH2:15]3)=[N:12][CH:13]=2)=[CH:4][C:3]=1[CH3:29].C(N(C(C)C)C(C)C)C.[O:39]1[CH2:44]COCC1.[OH2:45], predict the reaction product. The product is: [C:23]([O:22][C:20]([N:17]1[CH2:18][CH2:19][N:14]([C:11]2[N:10]=[CH:9][C:8]([O:7][CH2:6][C:5]3[CH:27]=[CH:28][C:2]([C:44]([OH:39])=[O:45])=[C:3]([CH3:29])[CH:4]=3)=[CH:13][N:12]=2)[CH2:15][CH2:16]1)=[O:21])([CH3:26])([CH3:25])[CH3:24]. (3) Given the reactants C1(P(C2C=CC=CC=2)(C2C=CC=CC=2)=[CH:8][C:9](=[O:11])[CH3:10])C=CC=CC=1.[NH2:24][C:25]1[N:26]=[C:27]([C:36]2[CH:41]=[CH:40][C:39]([Cl:42])=[CH:38][C:37]=2[Cl:43])[C:28]2[CH:33]=[C:32]([CH:34]=O)[S:31][C:29]=2[N:30]=1.CCCCCC, predict the reaction product. The product is: [NH2:24][C:25]1[N:26]=[C:27]([C:36]2[CH:41]=[CH:40][C:39]([Cl:42])=[CH:38][C:37]=2[Cl:43])[C:28]2[CH:33]=[C:32]([CH:34]=[CH:8][C:9](=[O:11])[CH3:10])[S:31][C:29]=2[N:30]=1. (4) Given the reactants [C:1]([C@H:5]1[CH2:10][CH2:9][C@H:8]([O:11][C:12]2[C:13]([C:31]([F:34])([F:33])[F:32])=[C:14]3[C:19](=[CH:20][CH:21]=2)[CH:18]=[C:17]([CH2:22][N:23]2[CH2:26][CH:25]([C:27]([O:29]C)=[O:28])[CH2:24]2)[CH:16]=[CH:15]3)[CH2:7][CH2:6]1)([CH3:4])([CH3:3])[CH3:2].[OH-].[Na+].Cl, predict the reaction product. The product is: [C:1]([C@H:5]1[CH2:6][CH2:7][C@H:8]([O:11][C:12]2[C:13]([C:31]([F:34])([F:32])[F:33])=[C:14]3[C:19](=[CH:20][CH:21]=2)[CH:18]=[C:17]([CH2:22][N:23]2[CH2:26][CH:25]([C:27]([OH:29])=[O:28])[CH2:24]2)[CH:16]=[CH:15]3)[CH2:9][CH2:10]1)([CH3:4])([CH3:2])[CH3:3]. (5) Given the reactants [C:1]([C:3]1[C:4]([C:18]([F:21])([F:20])[F:19])=[C:5]2[C:9](=[CH:10][CH:11]=1)[N:8]([CH2:12][C:13](OC)=[O:14])[C:7]([CH3:17])=[CH:6]2)#[N:2].[Li+].[BH4-], predict the reaction product. The product is: [OH:14][CH2:13][CH2:12][N:8]1[C:9]2[C:5](=[C:4]([C:18]([F:21])([F:19])[F:20])[C:3]([C:1]#[N:2])=[CH:11][CH:10]=2)[CH:6]=[C:7]1[CH3:17]. (6) Given the reactants [C:1]1([OH:7])[CH:6]=[CH:5][CH:4]=[CH:3][CH:2]=1.OO.[Tl+3].[C:11]([OH:14])(=O)C.[C:15]([OH:18])(=O)C.I[C:20]1[CH:25]=CC=C[CH:21]=1.[CH3:26]C(C(CC1C=CC(O)=C(O)C=1)C)CC1C=CC(O)=C(O)C=1.COC(OC)(C)C(C1C=CC=CC=1)=O.COC(OC)(C1C=CC=CC=1)C(=O)C.COC1C=C(OC)C(OC)=CC=1CCC.C/C=C/C1C(OC)=CC(OC)=C(OC)C=1, predict the reaction product. The product is: [CH3:25]/[CH:20]=[CH:21]\[C:2]1[CH:3]=[C:4]([O:14][CH3:11])[C:5]([O:18][CH3:15])=[CH:6][C:1]=1[O:7][CH3:26]. (7) Given the reactants [OH:1][C:2]1[C:3](=[O:8])[NH:4][CH:5]=[CH:6][CH:7]=1.N1C=CN=C1.[Si:14](Cl)([C:17]([CH3:20])([CH3:19])[CH3:18])([CH3:16])[CH3:15].O, predict the reaction product. The product is: [Si:14]([O:1][C:2]1[C:3](=[O:8])[NH:4][CH:5]=[CH:6][CH:7]=1)([C:17]([CH3:20])([CH3:19])[CH3:18])([CH3:16])[CH3:15]. (8) Given the reactants [Cl:1][C:2]1[CH:3]=[C:4]([C:9]2[C:14]([C:15]#[N:16])=[C:13](O)[N:12]=[C:11]([CH:18]([CH3:20])[CH3:19])[N:10]=2)[CH:5]=[CH:6][C:7]=1[Cl:8].CN(C=O)C.O=P(Cl)(Cl)[Cl:28], predict the reaction product. The product is: [Cl:28][C:13]1[C:14]([C:15]#[N:16])=[C:9]([C:4]2[CH:5]=[CH:6][C:7]([Cl:8])=[C:2]([Cl:1])[CH:3]=2)[N:10]=[C:11]([CH:18]([CH3:20])[CH3:19])[N:12]=1.